From a dataset of Forward reaction prediction with 1.9M reactions from USPTO patents (1976-2016). Predict the product of the given reaction. (1) Given the reactants [Cl:1][C:2]1[N:10]([CH2:11][CH:12]=[CH2:13])[C:9]2[C:8](=[O:14])[N:7]([CH2:15][CH:16](O)[CH2:17][CH2:18]CCC3C=CC=CC=3)[C:6](=[O:28])[N:5]([CH2:29][CH2:30][CH2:31][CH2:32][CH3:33])[C:4]=2[N:3]=1.BrCCCC[N:39]1[CH2:43][CH2:42][CH:41]([CH2:44][C:45]2[CH:50]=[CH:49][CH:48]=[CH:47][CH:46]=2)[C:40]1=[O:51].C(=O)([O-])[O-].[K+].[K+], predict the reaction product. The product is: [Cl:1][C:2]1[N:10]([CH2:11][CH:12]=[CH2:13])[C:9]2[C:8](=[O:14])[N:7]([CH2:15][CH2:16][CH2:17][CH2:18][N:39]3[CH2:43][CH2:42][CH:41]([CH2:44][C:45]4[CH:50]=[CH:49][CH:48]=[CH:47][CH:46]=4)[C:40]3=[O:51])[C:6](=[O:28])[N:5]([CH2:29][CH2:30][CH2:31][CH2:32][CH3:33])[C:4]=2[N:3]=1. (2) The product is: [OH:2][C:1]1[CH:3]=[C:4]2[C:6]([CH2:25][CH2:24][CH:23]([O:22][CH3:21])[O:5]2)=[CH:7][CH:8]=1. Given the reactants [C:1]1([CH:8]=[CH:7][CH:6]=[C:4]([OH:5])[CH:3]=1)[OH:2].O.C1(C)C=CC(S(O)(=O)=O)=CC=1.[CH3:21][O:22][CH:23](OC)[CH:24]=[CH2:25].[OH-].[Na+], predict the reaction product. (3) Given the reactants [O:1]=[C:2]1[C:10]2[C:5](=[CH:6][C:7](/[CH:11]=[CH:12]/[C:13]([O:15][CH2:16][CH3:17])=[O:14])=[CH:8][CH:9]=2)[CH2:4][N:3]1[CH2:18][C:19]([F:22])([F:21])[F:20].[Br-].[CH2:24]([S+]1CCCC1)[C:25]1[CH:30]=[CH:29][CH:28]=[CH:27][CH:26]=1, predict the reaction product. The product is: [CH2:16]([O:15][C:13]([C@@H:12]1[C@H:24]([C:25]2[CH:30]=[CH:29][CH:28]=[CH:27][CH:26]=2)[C@H:11]1[C:7]1[CH:6]=[C:5]2[C:10](=[CH:9][CH:8]=1)[C:2](=[O:1])[N:3]([CH2:18][C:19]([F:20])([F:22])[F:21])[CH2:4]2)=[O:14])[CH3:17]. (4) Given the reactants [Cl:1][C:2]1[CH:3]=[CH:4][C:5]([F:12])=[C:6]([S:8](Cl)(=[O:10])=[O:9])[CH:7]=1.[CH3:13][C:14]1([CH3:28])[C:18]([CH3:20])([CH3:19])[O:17][B:16]([C:21]2[CH:26]=[CH:25][C:24]([NH2:27])=[CH:23][CH:22]=2)[O:15]1.C(Cl)Cl, predict the reaction product. The product is: [Cl:1][C:2]1[CH:3]=[CH:4][C:5]([F:12])=[C:6]([S:8]([NH:27][C:24]2[CH:23]=[CH:22][C:21]([B:16]3[O:17][C:18]([CH3:20])([CH3:19])[C:14]([CH3:28])([CH3:13])[O:15]3)=[CH:26][CH:25]=2)(=[O:10])=[O:9])[CH:7]=1. (5) Given the reactants [Br:1][C:2]1[CH:7]=[CH:6][C:5]([C:8](=[O:25])[CH2:9][C:10]([CH2:21][CH2:22][O:23][CH3:24])(C(OCC)=O)[C:11]([O:13][CH2:14][CH3:15])=[O:12])=[CH:4][CH:3]=1.[OH-].[Na+], predict the reaction product. The product is: [Br:1][C:2]1[CH:7]=[CH:6][C:5]([C:8](=[O:25])[CH2:9][CH:10]([CH2:21][CH2:22][O:23][CH3:24])[C:11]([O:13][CH2:14][CH3:15])=[O:12])=[CH:4][CH:3]=1. (6) Given the reactants [NH2:1][C:2]1[CH:7]=[CH:6][CH:5]=[C:4]([CH3:8])[C:3]=1[CH2:9][OH:10].S(=O)(=O)(O)O.[OH-].[Na+].O.[C:19](=O)(O)[O-].[Na+], predict the reaction product. The product is: [CH3:8][C:4]1[C:3]([CH2:9][O:10][CH3:19])=[C:2]([NH2:1])[CH:7]=[CH:6][CH:5]=1. (7) Given the reactants [F:1][C:2]1[CH:28]=[CH:27][CH:26]=[C:25]([F:29])[C:3]=1[C:4]([NH:6][C:7]1[S:8][C:9]([C:15]2[CH:20]=[CH:19][CH:18]=[C:17]([C:21]([F:24])([F:23])[F:22])[CH:16]=2)=[C:10]([C:12]([CH3:14])=[CH2:13])[N:11]=1)=[O:5].[H][H], predict the reaction product. The product is: [F:1][C:2]1[CH:28]=[CH:27][CH:26]=[C:25]([F:29])[C:3]=1[C:4]([NH:6][C:7]1[S:8][C:9]([C:15]2[CH:20]=[CH:19][CH:18]=[C:17]([C:21]([F:22])([F:23])[F:24])[CH:16]=2)=[C:10]([CH:12]([CH3:13])[CH3:14])[N:11]=1)=[O:5]. (8) Given the reactants BrC1C=CC(F)=CC=1O.[CH3:10][O:11][C:12](=[O:23])[CH2:13][O:14][C:15]1[CH:20]=[C:19]([F:21])[CH:18]=[CH:17][C:16]=1[Br:22].BrCC(OC)=O.C(=O)([O-])[O-].[K+].[K+].O, predict the reaction product. The product is: [CH3:10][O:11][C:12](=[O:23])[CH2:13][O:14][C:15]1[CH:20]=[C:19]([F:21])[CH:18]=[CH:17][C:16]=1[Br:22].